From a dataset of Full USPTO retrosynthesis dataset with 1.9M reactions from patents (1976-2016). Predict the reactants needed to synthesize the given product. (1) Given the product [Br:7][C:8]1[CH:9]=[CH:10][C:11]([C@@H:14]2[CH2:16][C@H:17]2[C:18]([O:19][CH2:20][CH3:21])=[O:5])=[CH:12][CH:13]=1, predict the reactants needed to synthesize it. The reactants are: CC([O-:5])(C)C.[Na+].[Br:7][C:8]1[CH:13]=[CH:12][C:11]([CH:14]2[CH2:16]O2)=[CH:10][CH:9]=1.[CH3:17][CH2:18][O:19][CH2:20][CH3:21]. (2) Given the product [ClH:18].[CH2:20]([O:12][C:11](=[O:13])[C@H:9]([CH2:8][C:7]1[CH:6]=[CH:5][C:4]([N+:1]([O-:3])=[O:2])=[CH:15][CH:14]=1)[NH2:10])[CH3:21], predict the reactants needed to synthesize it. The reactants are: [N+:1]([C:4]1[CH:15]=[CH:14][C:7]([CH2:8][C@@H:9]([C:11]([OH:13])=[O:12])[NH2:10])=[CH:6][CH:5]=1)([O-:3])=[O:2].S(Cl)([Cl:18])=O.[CH2:20](O)[CH3:21]. (3) Given the product [F:42][CH:2]([F:1])[C:3]1[N:7]([C:8]2[N:13]=[C:12]([N:14]3[CH2:15][CH2:16][O:17][CH2:18][CH2:19]3)[N:11]=[C:10]([N:20]([CH:21]3[CH2:22][CH2:23][N:24]([S:44]([CH3:43])(=[O:46])=[O:45])[CH2:25][CH2:26]3)[CH2:27][CH2:28][CH2:29][N:30]3[CH2:31][CH2:32][O:33][CH2:34][CH2:35]3)[N:9]=2)[C:6]2[CH:36]=[CH:37][CH:38]=[C:39]([O:40][CH3:41])[C:5]=2[N:4]=1, predict the reactants needed to synthesize it. The reactants are: [F:1][CH:2]([F:42])[C:3]1[N:7]([C:8]2[N:13]=[C:12]([N:14]3[CH2:19][CH2:18][O:17][CH2:16][CH2:15]3)[N:11]=[C:10]([N:20]([CH2:27][CH2:28][CH2:29][N:30]3[CH2:35][CH2:34][O:33][CH2:32][CH2:31]3)[CH:21]3[CH2:26][CH2:25][NH:24][CH2:23][CH2:22]3)[N:9]=2)[C:6]2[CH:36]=[CH:37][CH:38]=[C:39]([O:40][CH3:41])[C:5]=2[N:4]=1.[CH3:43][S:44](Cl)(=[O:46])=[O:45]. (4) Given the product [CH2:1]([S:8][C:9]1[CH:14]=[CH:13][C:12]([C:30]2[S:29][C:28]([C:31]3[O:35][C:34]([C:36]([OH:39])([CH3:37])[CH3:38])=[N:33][N:32]=3)=[N:27][C:26]=2[CH2:25][OH:24])=[C:11]([Cl:16])[C:10]=1[Cl:17])[C:2]1[CH:7]=[CH:6][CH:5]=[CH:4][CH:3]=1, predict the reactants needed to synthesize it. The reactants are: [CH2:1]([S:8][C:9]1[CH:14]=[CH:13][C:12](Br)=[C:11]([Cl:16])[C:10]=1[Cl:17])[C:2]1[CH:7]=[CH:6][CH:5]=[CH:4][CH:3]=1.C[Si](C)(C)CCOC[O:24][CH2:25][C:26]1[N:27]=[C:28]([C:31]2[O:35][C:34]([C:36]([OH:39])([CH3:38])[CH3:37])=[N:33][N:32]=2)[S:29][CH:30]=1.C([O-])([O-])=O.[Na+].[Na+].P(C1CCCCC1)(C1CCCCC1)C1CCCCC1.[H+].[B-](F)(F)(F)F.C(O)(C(C)(C)C)=O. (5) Given the product [F:1][C:2]1[CH:10]=[C:9]2[C:5]([C:6]([C:20]3[CH:24]=[N:23][NH:22][CH:21]=3)=[CH:7][NH:8]2)=[CH:4][CH:3]=1, predict the reactants needed to synthesize it. The reactants are: [F:1][C:2]1[CH:10]=[C:9]2[C:5]([C:6]([C:20]3[CH:21]=[N:22][NH:23][CH:24]=3)=[CH:7][N:8]2S(C2C=CC=CC=2)(=O)=O)=[CH:4][CH:3]=1.[OH-].[Na+]. (6) Given the product [C:17]1([CH3:27])[CH:22]=[CH:21][C:20]([S:23]([O:1][CH2:2][CH2:3][N:4]2[CH2:8][CH2:7][O:6][C:5]2=[O:9])(=[O:25])=[O:24])=[CH:19][CH:18]=1, predict the reactants needed to synthesize it. The reactants are: [OH:1][CH2:2][CH2:3][N:4]1[CH2:8][CH2:7][O:6][C:5]1=[O:9].C(N(CC)CC)C.[C:17]1([CH3:27])[CH:22]=[CH:21][C:20]([S:23](Cl)(=[O:25])=[O:24])=[CH:19][CH:18]=1. (7) Given the product [Cl:1][C:2]1[CH:10]=[CH:9][CH:8]=[C:7]([CH3:11])[C:3]=1[C:4]([Cl:20])=[O:5], predict the reactants needed to synthesize it. The reactants are: [Cl:1][C:2]1[CH:10]=[CH:9][CH:8]=[C:7]([CH3:11])[C:3]=1[C:4](O)=[O:5].CN(C=O)C.C(Cl)(=O)C([Cl:20])=O. (8) Given the product [C:1]([O:7][CH2:8][N:9]1[C:13]2[N:14]=[N:15][CH:16]=[C:17]([C:18]3[CH:19]=[N:20][N:21]([CH:23]4[CH2:27][CH2:26][CH2:25][CH:24]4[CH2:28][O:29][S:31]([CH3:30])(=[O:33])=[O:32])[CH:22]=3)[C:12]=2[CH:11]=[CH:10]1)(=[O:6])[C:2]([CH3:5])([CH3:4])[CH3:3], predict the reactants needed to synthesize it. The reactants are: [C:1]([O:7][CH2:8][N:9]1[C:13]2[N:14]=[N:15][CH:16]=[C:17]([C:18]3[CH:19]=[N:20][N:21]([CH:23]4[CH2:27][CH2:26][CH2:25][CH:24]4[CH2:28][OH:29])[CH:22]=3)[C:12]=2[CH:11]=[CH:10]1)(=[O:6])[C:2]([CH3:5])([CH3:4])[CH3:3].[CH3:30][S:31](Cl)(=[O:33])=[O:32].